From a dataset of Full USPTO retrosynthesis dataset with 1.9M reactions from patents (1976-2016). Predict the reactants needed to synthesize the given product. (1) Given the product [CH3:5][NH:6][C:10]([C:11]1[CH:12]=[C:13]([NH:17][C:18]([C:20]2[N:24]3[N:25]=[C:26]([NH:30][CH2:31][C:32]4[CH:37]=[CH:36][C:35]([O:38][CH3:39])=[CH:34][CH:33]=4)[CH:27]=[C:28]([CH3:29])[C:23]3=[N:22][CH:21]=2)=[O:19])[CH:14]=[CH:15][CH:16]=1)=[O:40], predict the reactants needed to synthesize it. The reactants are: C[Al](C)C.[CH3:5][NH2:6].C(O[C:10](=[O:40])[C:11]1[CH:16]=[CH:15][CH:14]=[C:13]([NH:17][C:18]([C:20]2[N:24]3[N:25]=[C:26]([NH:30][CH2:31][C:32]4[CH:37]=[CH:36][C:35]([O:38][CH3:39])=[CH:34][CH:33]=4)[CH:27]=[C:28]([CH3:29])[C:23]3=[N:22][CH:21]=2)=[O:19])[CH:12]=1)C. (2) Given the product [N:1]1([CH2:10][C:11]2[CH:16]=[CH:15][C:14]([O:17][CH:31]([CH3:32])[C:30]([O:29][CH3:28])=[O:34])=[C:13]([N+:18]([O-:20])=[O:19])[CH:12]=2)[C:9]2[C:4](=[CH:5][CH:6]=[CH:7][CH:8]=2)[CH:3]=[N:2]1, predict the reactants needed to synthesize it. The reactants are: [N:1]1([CH2:10][C:11]2[CH:16]=[CH:15][C:14]([OH:17])=[C:13]([N+:18]([O-:20])=[O:19])[CH:12]=2)[C:9]2[C:4](=[CH:5][CH:6]=[CH:7][CH:8]=2)[CH:3]=[N:2]1.C1(O)C=CC=CC=1.[CH3:28][O:29][C:30](=[O:34])[CH:31](Br)[CH3:32]. (3) Given the product [F:42][C:43]1[CH:44]=[CH:45][C:46]2[N:47]([CH:49]=[C:50]([C:6]([NH:7][C@H:8]3[CH2:13][CH2:12][C@@H:11]([N:14]4[C:19](=[O:20])[C:18]5[CH:21]=[C:22]([F:25])[CH:23]=[N:24][C:17]=5[N:16]([CH:26]5[CH2:31][CH2:30][N:29]([CH3:32])[CH2:28][CH2:27]5)[C:15]4=[O:33])[CH2:10][CH2:9]3)=[O:34])[N:51]=2)[CH:48]=1, predict the reactants needed to synthesize it. The reactants are: C(O[C:6](=[O:34])[NH:7][C@H:8]1[CH2:13][CH2:12][C@@H:11]([N:14]2[C:19](=[O:20])[C:18]3[CH:21]=[C:22]([F:25])[CH:23]=[N:24][C:17]=3[N:16]([CH:26]3[CH2:31][CH2:30][N:29]([CH3:32])[CH2:28][CH2:27]3)[C:15]2=[O:33])[CH2:10][CH2:9]1)(C)(C)C.Cl.O1CCOCC1.[F:42][C:43]1[CH:44]=[CH:45][C:46]2[N:47]([CH:49]=[C:50](C(O)=O)[N:51]=2)[CH:48]=1.C(N(CC)C(C)C)(C)C. (4) Given the product [CH:16]1([N:5]2[C:4]3[N:3]=[C:2]([C:30]4[CH:29]=[CH:28][N:27]=[CH:26][C:25]=4[C:19]4[CH:20]=[CH:21][CH:22]=[CH:23][CH:24]=4)[N:11]=[CH:10][C:9]=3[N:8]([CH3:12])[C:7](=[O:13])[C@H:6]2[CH2:14][CH3:15])[CH2:18][CH2:17]1, predict the reactants needed to synthesize it. The reactants are: Cl[C:2]1[N:11]=[CH:10][C:9]2[N:8]([CH3:12])[C:7](=[O:13])[C@@H:6]([CH2:14][CH3:15])[N:5]([CH:16]3[CH2:18][CH2:17]3)[C:4]=2[N:3]=1.[C:19]1([C:25]2[CH:26]=[N:27][CH:28]=[CH:29][C:30]=2B2OC(C)(C)C(C)(C)O2)[CH:24]=[CH:23][CH:22]=[CH:21][CH:20]=1. (5) Given the product [CH3:1][C:2]1[NH:6][N:5]=[C:4]([C:7]([C:9]2[CH:10]=[CH:11][C:12]3[NH:18][C:17]4[N:19]=[C:20]([C:23]([F:24])([F:25])[F:26])[CH:21]=[CH:22][C:16]=4[CH2:15][N:14]([S:27]([C:30]4[CH:35]=[CH:34][C:33]([O:36][C:37]([F:39])([F:40])[F:38])=[CH:32][CH:31]=4)(=[O:29])=[O:28])[C:13]=3[CH:41]=2)([OH:8])[CH3:43])[CH:3]=1, predict the reactants needed to synthesize it. The reactants are: [CH3:1][C:2]1[NH:6][N:5]=[C:4]([C:7]([C:9]2[CH:10]=[CH:11][C:12]3[NH:18][C:17]4[N:19]=[C:20]([C:23]([F:26])([F:25])[F:24])[CH:21]=[CH:22][C:16]=4[CH2:15][N:14]([S:27]([C:30]4[CH:35]=[CH:34][C:33]([O:36][C:37]([F:40])([F:39])[F:38])=[CH:32][CH:31]=4)(=[O:29])=[O:28])[C:13]=3[CH:41]=2)=[O:8])[CH:3]=1.I[C:43]1C=CC2NC3N=C(C(F)(F)F)C=CC=3CN(S(C3C=CC(OC(F)(F)F)=CC=3)(=O)=O)C=2C=1.C([Mg]Cl)(C)C.CON(C)C(C1C=C(C)NN=1)=O. (6) Given the product [NH:2]1[CH2:7][CH2:6][CH:5]([C:8]2[CH:17]=[CH:16][C:11]([C:12]([O:14][CH3:15])=[O:13])=[CH:10][CH:9]=2)[CH2:4][CH2:3]1, predict the reactants needed to synthesize it. The reactants are: Cl.[N:2]1[CH:7]=[CH:6][C:5]([C:8]2[CH:17]=[CH:16][C:11]([C:12]([O:14][CH3:15])=[O:13])=[CH:10][CH:9]=2)=[CH:4][CH:3]=1.[H][H]. (7) Given the product [Cl:17][C:12]1[CH:13]=[CH:14][CH:15]=[CH:16][C:11]=1[C:9]1[N:8]([CH2:18][C@@H:19]2[CH2:24][CH2:23][CH2:22][N:21]([C:25]([O:27][C:28]([CH3:31])([CH3:30])[CH3:29])=[O:26])[CH2:20]2)[C:6]2[N:7]=[C:2]([NH:37][CH2:36][C:35]3[CH:38]=[CH:39][C:40]([F:41])=[C:33]([F:32])[CH:34]=3)[N:3]=[CH:4][C:5]=2[CH:10]=1, predict the reactants needed to synthesize it. The reactants are: Cl[C:2]1[N:3]=[CH:4][C:5]2[CH:10]=[C:9]([C:11]3[CH:16]=[CH:15][CH:14]=[CH:13][C:12]=3[Cl:17])[N:8]([CH2:18][C@@H:19]3[CH2:24][CH2:23][CH2:22][N:21]([C:25]([O:27][C:28]([CH3:31])([CH3:30])[CH3:29])=[O:26])[CH2:20]3)[C:6]=2[N:7]=1.[F:32][C:33]1[CH:34]=[C:35]([CH:38]=[CH:39][C:40]=1[F:41])[CH2:36][NH2:37]. (8) Given the product [NH2:16][N:11]1[CH2:12][CH:13]([OH:15])[CH2:14][CH:9]([C:3]2[CH:4]=[CH:5][C:6]([F:8])=[CH:7][C:2]=2[Cl:1])[C:10]1=[O:24], predict the reactants needed to synthesize it. The reactants are: [Cl:1][C:2]1[CH:7]=[C:6]([F:8])[CH:5]=[CH:4][C:3]=1[CH:9]1[CH2:14][CH:13]([OH:15])[CH2:12][N:11]([NH:16]C(=O)OC(C)(C)C)[C:10]1=[O:24]. (9) The reactants are: CC1CCCN(C)C1(C)C.C([Li])CCC.[Al](Cl)(CC)CC.[C:22]([Si:26]([CH3:45])([CH3:44])[O:27][C@@H:28]1[CH2:34][C@@H:33]([O:35][Si:36]([CH2:41][CH3:42])([CH2:39][CH3:40])[CH2:37][CH3:38])[CH2:32][C@H:31]2[C@:29]1([CH3:43])[O:30]2)([CH3:25])([CH3:24])[CH3:23]. Given the product [Si:26]([O:27][C@@H:28]1[CH2:34][C@@H:33]([O:35][Si:36]([CH2:37][CH3:38])([CH2:41][CH3:42])[CH2:39][CH3:40])[CH2:32][C@H:31]([OH:30])[C:29]1=[CH2:43])([C:22]([CH3:24])([CH3:25])[CH3:23])([CH3:44])[CH3:45], predict the reactants needed to synthesize it.